Dataset: Experimentally validated miRNA-target interactions with 360,000+ pairs, plus equal number of negative samples. Task: Binary Classification. Given a miRNA mature sequence and a target amino acid sequence, predict their likelihood of interaction. (1) Result: 0 (no interaction). The protein sequence of the target gene is MSVKGMAIALAVILCATVVQGFPMFKRGRCLCIGPGVKAVKVADIEKASIMYPSNNCDKIEVIITLKENKGQRCLNPKSKQARLIIKKVERKNF. The miRNA is mmu-miR-6913-3p with sequence UCUCUACUGAUUUGUCUCCUCAG. (2) The miRNA is hsa-miR-6730-5p with sequence AGAAAGGUGGAGGGGUUGUCAGA. The protein sequence of the target gene is MSREAGSCRVGTGARARSRKPKKPHYIPRPWGKPYNYKCFQCPFTCLEKSHLYNHMKYSLCKDSLSLLLDSPDWACRRGSTTPRPHAPTPDRPGESDPGRQPQGARPTGAAPAPDLVVADIHSLHCGGGPKSRAKGSPGPPPPVARATRKGPGPSGLLPESWKPGMGGDPRGVGAGDMASAGPEGSVPCYPPPAPGEFPEAHSLHLSLLGVNYPLSPGLFSYLGPSLAAAAHVPFLASASPLLPPATAFPAVQPPQRPTPAPRLYYPLLLEHTLGLPAGKAALAKAPVSPRSPSGTPAPG.... Result: 0 (no interaction).